From a dataset of Full USPTO retrosynthesis dataset with 1.9M reactions from patents (1976-2016). Predict the reactants needed to synthesize the given product. (1) The reactants are: [Cl:1][C:2]1[CH:3]=[CH:4][C:5]([NH:18][CH2:19][CH:20]2[CH2:25][CH2:24][NH:23][CH2:22][CH2:21]2)=[C:6]([CH:17]=1)[C:7]([NH:9][C:10]1[CH:15]=[CH:14][C:13]([Cl:16])=[CH:12][N:11]=1)=[O:8].Cl[C:27]1[CH:32]=[CH:31][N:30]=[C:29]([C:33]([OH:35])=[O:34])[CH:28]=1.C(N(CC)CC)C. Given the product [C:33]([C:29]1[CH:28]=[C:27]([N:23]2[CH2:22][CH2:21][CH:20]([CH2:19][NH:18][C:5]3[CH:4]=[CH:3][C:2]([Cl:1])=[CH:17][C:6]=3[C:7]([NH:9][C:10]3[CH:15]=[CH:14][C:13]([Cl:16])=[CH:12][N:11]=3)=[O:8])[CH2:25][CH2:24]2)[CH:32]=[CH:31][N:30]=1)([OH:35])=[O:34], predict the reactants needed to synthesize it. (2) Given the product [ClH:1].[N:2]1([N:12]=[C:13]2[CH2:18][CH2:17][CH2:16][C:15]([OH:19])=[CH:14]2)[C:11]2[C:6](=[CH:7][CH:8]=[CH:9][CH:10]=2)[CH2:5][CH2:4][CH2:3]1, predict the reactants needed to synthesize it. The reactants are: [ClH:1].[N:2]1([NH2:12])[C:11]2[C:6](=[CH:7][CH:8]=[CH:9][CH:10]=2)[CH2:5][CH2:4][CH2:3]1.[C:13]1(=O)[CH2:18][CH2:17][CH2:16][C:15](=[O:19])[CH2:14]1. (3) The reactants are: [NH2:1][C:2]1[N:7]2[CH:8]=[C:9]([CH2:11][CH3:12])[N:10]=[C:6]2[C:5]([C:13]([OH:15])=O)=[CH:4][C:3]=1[Cl:16].[NH2:17][CH2:18][CH:19]1[CH2:24][CH2:23][N:22](C(OC(C)(C)C)=O)[CH2:21][CH2:20]1.P(C#N)(=O)(OCC)OCC.C(N(C(C)C)CC)(C)C. Given the product [NH2:1][C:2]1[N:7]2[CH:8]=[C:9]([CH2:11][CH3:12])[N:10]=[C:6]2[C:5]([C:13]([NH:17][CH2:18][CH:19]2[CH2:24][CH2:23][NH:22][CH2:21][CH2:20]2)=[O:15])=[CH:4][C:3]=1[Cl:16], predict the reactants needed to synthesize it. (4) Given the product [CH2:17]([O:24][C:25]1[CH:30]=[CH:29][C:28]([N:2]([CH3:1])[C:3]2[CH:8]=[CH:7][CH:6]=[C:5]([CH2:9][N:10]3[CH2:11][CH2:12][N:13]([CH3:16])[CH2:14][CH2:15]3)[CH:4]=2)=[CH:27][CH:26]=1)[C:18]1[CH:23]=[CH:22][CH:21]=[CH:20][CH:19]=1, predict the reactants needed to synthesize it. The reactants are: [CH3:1][NH:2][C:3]1[CH:8]=[CH:7][CH:6]=[C:5]([CH2:9][N:10]2[CH2:15][CH2:14][N:13]([CH3:16])[CH2:12][CH2:11]2)[CH:4]=1.[CH2:17]([O:24][C:25]1[CH:30]=[CH:29][C:28](Br)=[CH:27][CH:26]=1)[C:18]1[CH:23]=[CH:22][CH:21]=[CH:20][CH:19]=1.CC([O-])(C)C.[K+]. (5) Given the product [N:11]1([N:10]2[CH:7]=[CH:6][C:4](=[O:5])[C:3]([OH:9])=[C:2]2[CH3:1])[CH2:16][CH2:15][CH2:14][CH2:13][CH2:12]1, predict the reactants needed to synthesize it. The reactants are: [CH3:1][C:2]1O[CH:7]=[CH:6][C:4](=[O:5])[C:3]=1[OH:9].[NH2:10][N:11]1[CH2:16][CH2:15][CH2:14][CH2:13][CH2:12]1. (6) Given the product [Cl:16][C:17]1[CH:22]=[C:21]([Cl:23])[CH:20]=[C:19]([CH3:24])[C:18]=1[S:25]([NH:1][C:2]1[S:3][CH:4]=[C:5]([C:7]2[CH:12]=[CH:11][CH:10]=[C:9]([N+:13]([O-:15])=[O:14])[CH:8]=2)[N:6]=1)(=[O:27])=[O:26], predict the reactants needed to synthesize it. The reactants are: [NH2:1][C:2]1[S:3][CH:4]=[C:5]([C:7]2[CH:12]=[CH:11][CH:10]=[C:9]([N+:13]([O-:15])=[O:14])[CH:8]=2)[N:6]=1.[Cl:16][C:17]1[CH:22]=[C:21]([Cl:23])[CH:20]=[C:19]([CH3:24])[C:18]=1[S:25](Cl)(=[O:27])=[O:26]. (7) Given the product [Cl:34][C:35]1[CH:40]=[CH:39][CH:38]=[CH:37][C:36]=1[N:41]1[CH2:46][CH2:45][N:44]([C:4](=[O:5])[C@:3]([C@H:7]([C:18]2[CH:23]=[CH:22][CH:21]=[CH:20][C:19]=2[O:24][CH3:25])[C:8]2[C:17]3[C:12](=[CH:13][CH:14]=[CH:15][CH:16]=3)[CH:11]=[CH:10][CH:9]=2)([CH3:26])[C:1]#[N:2])[CH2:43][CH2:42]1, predict the reactants needed to synthesize it. The reactants are: [C:1]([C@:3]([CH3:26])([C@H:7]([C:18]1[CH:23]=[CH:22][CH:21]=[CH:20][C:19]=1[O:24][CH3:25])[C:8]1[C:17]2[C:12](=[CH:13][CH:14]=[CH:15][CH:16]=2)[CH:11]=[CH:10][CH:9]=1)[C:4](O)=[O:5])#[N:2].C(Cl)(=O)C(Cl)=O.Cl.[Cl:34][C:35]1[CH:40]=[CH:39][CH:38]=[CH:37][C:36]=1[N:41]1[CH2:46][CH2:45][NH:44][CH2:43][CH2:42]1.C(N(CC)CC)C.